Dataset: Forward reaction prediction with 1.9M reactions from USPTO patents (1976-2016). Task: Predict the product of the given reaction. (1) Given the reactants CN(C)C=O.[Cl:6][C:7]1([Cl:33])[CH2:9][C:8]1([C:11]1[N:15]2[C:16]([C:29]([F:32])([F:31])[F:30])=[CH:17][CH:18]=[C:19]([C:20]([NH:22][C:23]3[O:24][C:25]([CH3:28])=[N:26][N:27]=3)=[O:21])[C:14]2=[N:13][N:12]=1)[CH3:10].C(=O)([O-])[O-].[K+].[K+].[CH2:40](I)[CH3:41], predict the reaction product. The product is: [Cl:33][C:7]1([Cl:6])[CH2:9][C:8]1([C:11]1[N:15]2[C:16]([C:29]([F:30])([F:31])[F:32])=[CH:17][CH:18]=[C:19]([C:20]([N:22]([CH2:40][CH3:41])[C:23]3[O:24][C:25]([CH3:28])=[N:26][N:27]=3)=[O:21])[C:14]2=[N:13][N:12]=1)[CH3:10]. (2) Given the reactants [CH3:1][C:2]([CH3:7])([CH3:6])[CH2:3][CH:4]=O.[CH3:8][O:9][C:10]([C@@H:12]([NH:20][C:21]([C@@H:23]([NH2:28])[CH2:24][C:25]([OH:27])=[O:26])=[O:22])[CH2:13][C:14]1[CH:15]=[CH:16][CH:17]=[CH:18][CH:19]=1)=[O:11], predict the reaction product. The product is: [CH3:1][C:2]([CH2:3][CH2:4][NH:28][C@H:23]([C:21]([NH:20][C@H:12]([C:10]([O:9][CH3:8])=[O:11])[CH2:13][C:14]1[CH:15]=[CH:16][CH:17]=[CH:18][CH:19]=1)=[O:22])[CH2:24][C:25]([OH:27])=[O:26])([CH3:7])[CH3:6]. (3) Given the reactants [CH2:1]([NH:3][C:4]1[CH:9]=[CH:8][C:7]([C:10]([OH:19])([C:15]([F:18])([F:17])[F:16])[C:11]([F:14])([F:13])[F:12])=[CH:6][CH:5]=1)[CH3:2].[N+:20]([C:23]1[CH:28]=[CH:27][C:26]([S:29](Cl)(=[O:31])=[O:30])=[CH:25][CH:24]=1)([O-:22])=[O:21].CN(C1C=CC=CN=1)C, predict the reaction product. The product is: [CH2:1]([N:3]([C:4]1[CH:5]=[CH:6][C:7]([C:10]([OH:19])([C:11]([F:13])([F:14])[F:12])[C:15]([F:16])([F:18])[F:17])=[CH:8][CH:9]=1)[S:29]([C:26]1[CH:25]=[CH:24][C:23]([N+:20]([O-:22])=[O:21])=[CH:28][CH:27]=1)(=[O:30])=[O:31])[CH3:2]. (4) Given the reactants [CH:1]1([C@@H:4]([NH:9][C:10]2[C:22]3[C:21]4[CH:20]=[CH:19][C:18](B5OC(C)(C)C(C)(C)O5)=[CH:17][C:16]=4[NH:15][C:14]=3[C:13]([C:32]([NH2:34])=[O:33])=[CH:12][N:11]=2)[C:5]([F:8])([F:7])[F:6])[CH2:3][CH2:2]1.CC1C=CC(S([N-]Cl)(=O)=O)=CC=1.O.O.O.[Na+].[I-:51].[Na+], predict the reaction product. The product is: [CH:1]1([C@@H:4]([NH:9][C:10]2[C:22]3[C:21]4[CH:20]=[CH:19][C:18]([I:51])=[CH:17][C:16]=4[NH:15][C:14]=3[C:13]([C:32]([NH2:34])=[O:33])=[CH:12][N:11]=2)[C:5]([F:8])([F:7])[F:6])[CH2:3][CH2:2]1. (5) Given the reactants [CH3:1][C@@:2]([S:31]([CH3:34])(=[O:33])=[O:32])([CH2:13][CH2:14][N:15]1[CH:19]=[C:18]([C:20]2[CH:25]=[CH:24][C:23]([C:26]3[O:27][CH:28]=[CH:29][N:30]=3)=[CH:22][CH:21]=2)[CH:17]=[N:16]1)[C:3]([NH:5][O:6]C1CCCCO1)=[O:4].Cl, predict the reaction product. The product is: [OH:6][NH:5][C:3](=[O:4])[C@:2]([CH3:1])([S:31]([CH3:34])(=[O:33])=[O:32])[CH2:13][CH2:14][N:15]1[CH:19]=[C:18]([C:20]2[CH:25]=[CH:24][C:23]([C:26]3[O:27][CH:28]=[CH:29][N:30]=3)=[CH:22][CH:21]=2)[CH:17]=[N:16]1.